Dataset: Retrosynthesis with 50K atom-mapped reactions and 10 reaction types from USPTO. Task: Predict the reactants needed to synthesize the given product. (1) The reactants are: C1CNCCNC1.O=S(=O)(Cl)c1c2ccccc2cc2ccccc12. Given the product O=S(=O)(c1c2ccccc2cc2ccccc12)N1CCCNCC1, predict the reactants needed to synthesize it. (2) Given the product CN(C)C[C@@H]1CCN(C(=O)Nc2cc(Oc3ccc(NC(=S)NC(=O)Cc4ccc(F)cc4)cc3F)ncn2)C1, predict the reactants needed to synthesize it. The reactants are: CN(C)C[C@@H]1CCN(C(=O)Nc2cc(Oc3ccc(N)cc3F)ncn2)C1.O=C(Cc1ccc(F)cc1)N=C=S. (3) The reactants are: CC(O)c1cc(F)c(OCc2ccccc2)c(F)c1OCc1ccccc1. Given the product CC(=O)c1cc(F)c(OCc2ccccc2)c(F)c1OCc1ccccc1, predict the reactants needed to synthesize it. (4) Given the product Cc1[nH]ncc1-c1cc2nc([C@H]3NC4CCC3CC4)[nH]c(=O)c2s1, predict the reactants needed to synthesize it. The reactants are: Cc1[nH]ncc1-c1cc2nc([C@@H]3C4CCC(CC4)N3C(=O)OC(C)(C)C)[nH]c(=O)c2s1. (5) Given the product COC(=O)C[C@@H]1COc2cc(O[C@@H]3CCc4c3ccc(C(F)(F)F)c4CN3C4CCCC3CC4)ccc21, predict the reactants needed to synthesize it. The reactants are: C1CC2CCC(C1)N2.COC(=O)C[C@@H]1COc2cc(O[C@@H]3CCc4c3ccc(C(F)(F)F)c4CBr)ccc21. (6) Given the product Cc1c(Cn2c(=O)c(C(=O)O)cn(-c3ccc4c(c3)OCC(=O)N4C)c2=O)cccc1[N+](=O)[O-], predict the reactants needed to synthesize it. The reactants are: CCOC(=O)c1cn(-c2ccc3c(c2)OCC(=O)N3C)c(=O)n(Cc2cccc([N+](=O)[O-])c2C)c1=O. (7) Given the product COc1ccc(Cn2ccc3cc(-c4cc(C(=O)NC5CC5)ccc4C)ccc3c2=O)cc1, predict the reactants needed to synthesize it. The reactants are: COC(=O)c1ccc(C)c(-c2ccc3c(=O)n(Cc4ccc(OC)cc4)ccc3c2)c1.NC1CC1. (8) Given the product COc1ccc(CN(Cc2ccc(OC)cc2)c2nc(C)nc(-c3cc(O)cnc3F)n2)cc1, predict the reactants needed to synthesize it. The reactants are: COc1ccc(CN(Cc2ccc(OC)cc2)c2nc(C)nc(-c3cc(OCc4ccccc4)cnc3F)n2)cc1.